Dataset: Catalyst prediction with 721,799 reactions and 888 catalyst types from USPTO. Task: Predict which catalyst facilitates the given reaction. (1) Reactant: [OH:1][C:2]1[C:11]([N+:12]([O-])=O)=[CH:10][CH:9]=[C:4]([C:5]([O:7][CH3:8])=[O:6])[C:3]=1[C:15]([O:17][CH3:18])=[O:16].[C:19](=S)(OCC)[S-:20].[K+]. Product: [CH3:8][O:7][C:5]([C:4]1[CH:9]=[CH:10][C:11]2[N:12]=[C:19]([SH:20])[O:1][C:2]=2[C:3]=1[C:15]([O:17][CH3:18])=[O:16])=[O:6]. The catalyst class is: 849. (2) Reactant: C[O:2][C:3](=[O:37])[C:4]([O:7][C:8]1[CH:13]=[CH:12][C:11]([O:14][CH2:15][CH2:16][C:17]2[N:18]=[C:19]([C:25]3[CH:30]=[CH:29][C:28]([C:31]4[CH:36]=[CH:35][CH:34]=[CH:33][CH:32]=4)=[CH:27][CH:26]=3)[O:20][C:21]=2[CH2:22][CH2:23][CH3:24])=[CH:10][CH:9]=1)([CH3:6])[CH3:5].[OH-].[Na+]. The catalyst class is: 8. Product: [C:28]1([C:31]2[CH:32]=[CH:33][CH:34]=[CH:35][CH:36]=2)[CH:27]=[CH:26][C:25]([C:19]2[O:20][C:21]([CH2:22][CH2:23][CH3:24])=[C:17]([CH2:16][CH2:15][O:14][C:11]3[CH:12]=[CH:13][C:8]([O:7][C:4]([CH3:5])([CH3:6])[C:3]([OH:37])=[O:2])=[CH:9][CH:10]=3)[N:18]=2)=[CH:30][CH:29]=1. (3) Reactant: [Cl:1][C:2]1[C:3]([CH:24]([F:26])[F:25])=[CH:4][C:5]([N+:21]([O-])=O)=[C:6]([NH:8][CH:9]2[CH2:14][CH2:13][N:12]([CH:15]3[CH2:20][CH2:19][O:18][CH2:17][CH2:16]3)[CH2:11][CH2:10]2)[CH:7]=1.O.NN. Product: [Cl:1][C:2]1[CH:7]=[C:6]([NH:8][CH:9]2[CH2:10][CH2:11][N:12]([CH:15]3[CH2:16][CH2:17][O:18][CH2:19][CH2:20]3)[CH2:13][CH2:14]2)[C:5]([NH2:21])=[CH:4][C:3]=1[CH:24]([F:26])[F:25]. The catalyst class is: 171. (4) Reactant: [H-].[Al+3].[Li+].[H-].[H-].[H-].[CH3:7][O:8][C:9]1[N:14]=[CH:13][C:12]([C:15]2[CH:20]=[CH:19][C:18]([CH2:21][CH2:22][C:23]([O:25]C)=[O:24])=[CH:17][CH:16]=2)=[CH:11][CH:10]=1. Product: [CH3:7][O:8][C:9]1[N:14]=[CH:13][C:12]([C:15]2[CH:20]=[CH:19][C:18]([CH2:21][CH2:22][C:23]([OH:25])=[O:24])=[CH:17][CH:16]=2)=[CH:11][CH:10]=1. The catalyst class is: 7. (5) Reactant: C(OC([NH:11][CH2:12][CH2:13][CH2:14][CH2:15][C@H:16]([NH:22][C:23]([NH:25]C(C)(C)C)=[S:24])[C:17](OCC)=O)=O)C1C=CC=CC=1.[ClH:30]. Product: [ClH:30].[ClH:30].[NH2:11][CH2:12][CH2:13][CH2:14][CH2:15][C@H:16]1[CH2:17][S:24][C:23]([NH2:25])=[N:22]1. The catalyst class is: 27.